From a dataset of Reaction yield outcomes from USPTO patents with 853,638 reactions. Predict the reaction yield, written as a fraction of the theoretical maximum amount of product (1.0 means a 100% yield; for example, 0.34 means a 34% yield). (1) The reactants are Cl[C:2]1[C:7]([Cl:8])=[CH:6][CH:5]=[CH:4][C:3]=1[NH2:9].C(O[C:13]([SH:15])=[S:14])C.[K]. The catalyst is CN(C=O)C. The product is [Cl:8][C:7]1[C:2]2[S:14][C:13]([SH:15])=[N:9][C:3]=2[CH:4]=[CH:5][CH:6]=1. The yield is 0.890. (2) The reactants are [CH3:1][S:2][C:3]1[S:4][C:5]2[CH:11]=[C:10]([C:12]#[N:13])[CH:9]=[CH:8][C:6]=2[N:7]=1.[H-].[Al+3].[Li+].[H-].[H-].[H-].O.[OH-].[Na+]. The catalyst is C1COCC1. The product is [CH3:1][S:2][C:3]1[S:4][C:5]2[CH:11]=[C:10]([CH2:12][NH2:13])[CH:9]=[CH:8][C:6]=2[N:7]=1. The yield is 0.340.